Dataset: Full USPTO retrosynthesis dataset with 1.9M reactions from patents (1976-2016). Task: Predict the reactants needed to synthesize the given product. (1) Given the product [F:17][C:18]1[CH:27]=[CH:26][C:25]([O:28][CH2:29][CH2:30][CH3:31])=[C:24]2[C:19]=1[C:20](=[O:49])[C:21]([C:41]1[CH:42]=[CH:43][C:44]([O:47][CH3:48])=[CH:45][CH:46]=1)=[CH:22][N:23]2[CH2:32][CH2:33][S:34]([CH2:37][CH2:38][CH:39]=[O:40])(=[O:35])=[O:36], predict the reactants needed to synthesize it. The reactants are: I(OC(=O)C1C=CC=CC=1)(=O)=O.CS(C)=O.[F:17][C:18]1[CH:27]=[CH:26][C:25]([O:28][CH2:29][CH2:30][CH3:31])=[C:24]2[C:19]=1[C:20](=[O:49])[C:21]([C:41]1[CH:46]=[CH:45][C:44]([O:47][CH3:48])=[CH:43][CH:42]=1)=[CH:22][N:23]2[CH2:32][CH2:33][S:34]([CH2:37][CH2:38][CH2:39][OH:40])(=[O:36])=[O:35].O. (2) Given the product [CH2:16]([N:5]1[C:6]2[C:11]([CH3:12])=[C:10]([CH3:13])[N:9]=[C:8]([NH2:14])[C:7]=2[N:15]=[C:4]1[CH2:3][NH:23][O:21][CH3:22])[CH:17]([CH3:19])[CH3:18], predict the reactants needed to synthesize it. The reactants are: Cl.Cl[CH2:3][C:4]1[N:5]([CH2:16][CH:17]([CH3:19])[CH3:18])[C:6]2[C:11]([CH3:12])=[C:10]([CH3:13])[N:9]=[C:8]([NH2:14])[C:7]=2[N:15]=1.Cl.[O:21]([NH2:23])[CH3:22].C(N(CC)CC)C.O. (3) Given the product [CH2:18]([C:22]1[CH:23]=[CH:24][C:25]([C:28]2[CH:32]=[C:31]([CH2:33][N:14]3[CH:13]=[C:12]4[N:17]=[C:9]([C:3]5[CH:4]=[CH:5][CH:6]=[C:7]([F:8])[C:2]=5[F:1])[N:10]=[C:11]4[CH:16]=[N:15]3)[O:30][N:29]=2)=[CH:26][CH:27]=1)[CH2:19][CH2:20][CH3:21], predict the reactants needed to synthesize it. The reactants are: [F:1][C:2]1[C:7]([F:8])=[CH:6][CH:5]=[CH:4][C:3]=1[C:9]1[N:17]=[C:12]2[CH:13]=[N:14][NH:15][CH:16]=[C:11]2[N:10]=1.[CH2:18]([C:22]1[CH:27]=[CH:26][C:25]([C:28]2[CH:32]=[C:31]([CH2:33]Cl)[O:30][N:29]=2)=[CH:24][CH:23]=1)[CH2:19][CH2:20][CH3:21]. (4) Given the product [CH3:13][O:14][C:15]1[CH:16]=[CH:17][C:18]([N:19]2[C:20]3[C:21](=[CH:33][C:34]([F:38])=[C:35]([F:37])[CH:36]=3)[C:22](=[O:23])[N:24]([O:25][CH2:26][C:27]3[CH:28]=[CH:29][CH:30]=[CH:31][CH:32]=3)[C:1]2=[O:2])=[CH:39][CH:40]=1, predict the reactants needed to synthesize it. The reactants are: [C:1](N1C=CN=C1)(N1C=CN=C1)=[O:2].[CH3:13][O:14][C:15]1[CH:40]=[CH:39][C:18]([NH:19][C:20]2[CH:36]=[C:35]([F:37])[C:34]([F:38])=[CH:33][C:21]=2[C:22]([NH:24][O:25][CH2:26][C:27]2[CH:32]=[CH:31][CH:30]=[CH:29][CH:28]=2)=[O:23])=[CH:17][CH:16]=1.